This data is from Reaction yield outcomes from USPTO patents with 853,638 reactions. The task is: Predict the reaction yield, written as a fraction of the theoretical maximum amount of product (1.0 means a 100% yield; for example, 0.34 means a 34% yield). The reactants are O=P12OP3(OP(OP(O3)(O1)=O)(=O)O2)=O.[NH2:15][C:16]1[C:21]([NH:22][C:23]([C:25]2[N:29]([CH3:30])[CH:28]=[N:27][C:26]=2[C:31]2[CH:36]=[CH:35][CH:34]=[CH:33][CH:32]=2)=O)=[C:20]([NH2:37])[N:19]=[CH:18][N:17]=1.P(=O)(O)(O)O.N. No catalyst specified. The product is [CH3:30][N:29]1[C:25]([C:23]2[NH:15][C:16]3[C:21]([N:22]=2)=[C:20]([NH2:37])[N:19]=[CH:18][N:17]=3)=[C:26]([C:31]2[CH:36]=[CH:35][CH:34]=[CH:33][CH:32]=2)[N:27]=[CH:28]1. The yield is 0.890.